Dataset: Full USPTO retrosynthesis dataset with 1.9M reactions from patents (1976-2016). Task: Predict the reactants needed to synthesize the given product. (1) Given the product [CH2:1]([O:8][C:9](=[O:45])[CH2:10][C@@H:11]([N:34]1[CH:38]=[CH:37][C:36]([C:39]2[CH:44]=[CH:43][C:42]([C:82]3[CH:81]=[CH:49][CH:48]=[CH:47][CH:52]=3)=[CH:41][CH:40]=2)=[CH:35]1)[C:12]([NH:14][C@H:15]([C:16](=[O:33])[N:17]([O:76][CH3:75])[CH3:18])[CH2:31][CH:30]([CH3:32])[CH3:29])=[O:13])[C:2]1[CH:7]=[CH:6][CH:5]=[CH:4][CH:3]=1, predict the reactants needed to synthesize it. The reactants are: [CH2:1]([O:8][C:9](=[O:45])[CH2:10][CH:11]([N:34]1[CH:38]=[CH:37][C:36]([C:39]2[CH:44]=[CH:43][CH:42]=[CH:41][CH:40]=2)=[CH:35]1)[C:12]([NH:14][CH:15]1[CH2:31][C:30]2=[CH:32]N(C3[C:29]2=CC=CC=3)CCOC[CH2:18][NH:17][C:16]1=[O:33])=[O:13])[C:2]1[CH:7]=[CH:6][CH:5]=[CH:4][CH:3]=1.C(OC(=O)C[C@@H](N)C(N[C@H](C(=O)N(OC)C)CC(C)C)=O)[C:47]1[CH:52]=CC=[CH:49][CH:48]=1.FC(F)(F)[C:75](O)=[O:76].Cl[CH2:81][CH2:82]Cl. (2) Given the product [CH3:24][O:23][C:13]1[C:11]2[N:12]=[C:8]([NH:7][C:6]([NH:26][CH2:27][CH2:28][C:29]3[CH:34]=[CH:33][CH:32]=[CH:31][N:30]=3)=[O:25])[S:9][C:10]=2[C:16]([C:17]2[CH:22]=[CH:21][CH:20]=[CH:19][CH:18]=2)=[CH:15][CH:14]=1, predict the reactants needed to synthesize it. The reactants are: C(O[C:6](=[O:25])[NH:7][C:8]1[S:9][C:10]2[C:16]([C:17]3[CH:22]=[CH:21][CH:20]=[CH:19][CH:18]=3)=[CH:15][CH:14]=[C:13]([O:23][CH3:24])[C:11]=2[N:12]=1)(C)(C)C.[NH2:26][CH2:27][CH2:28][C:29]1[CH:34]=[CH:33][CH:32]=[CH:31][N:30]=1. (3) Given the product [F:44][C:24]([F:23])([F:43])[CH2:25][O:26][C:27]1[CH:28]=[C:29]([CH:40]=[CH:41][CH:42]=1)[CH2:30][N:31]1[CH2:35][CH2:34][CH:33]([C:36]([OH:38])=[O:37])[CH2:32]1, predict the reactants needed to synthesize it. The reactants are: O(C1C=C(C=CC=1)CN1CCC(C(O)=O)C1)C1C=CC=CC=1.[F:23][C:24]([F:44])([F:43])[CH2:25][O:26][C:27]1[CH:28]=[C:29]([CH:40]=[CH:41][CH:42]=1)[CH2:30][N:31]1[CH2:35][CH2:34][CH:33]([C:36]([O:38]C)=[O:37])[CH2:32]1. (4) Given the product [NH2:3][C:4]1[C:9]2[C:10]([C:13]3[CH:14]=[CH:15][C:16]([NH:19][C:20](=[O:26])[O:21][C:22]([CH3:23])([CH3:25])[CH3:24])=[CH:17][CH:18]=3)=[CH:11][S:12][C:8]=2[C:7]([Br:1])=[CH:6][N:5]=1, predict the reactants needed to synthesize it. The reactants are: [Br:1]Br.[NH2:3][C:4]1[C:9]2[C:10]([C:13]3[CH:18]=[CH:17][C:16]([NH:19][C:20](=[O:26])[O:21][C:22]([CH3:25])([CH3:24])[CH3:23])=[CH:15][CH:14]=3)=[CH:11][S:12][C:8]=2[CH:7]=[CH:6][N:5]=1. (5) The reactants are: C(OC([C:7]1([CH2:22][C:23]2[CH:28]=[C:27]([F:29])[C:26]([N+:30]([O-:32])=[O:31])=[C:25]([F:33])[CH:24]=2)[C:12](=[O:13])[CH:11]([NH:14][C:15]([O:17][C:18]([CH3:21])([CH3:20])[CH3:19])=[O:16])[CH2:10][S:9][CH2:8]1)=O)C=C. Given the product [C:18]([O:17][C:15](=[O:16])[NH:14][C@@H:11]1[C:12](=[O:13])[C@H:7]([CH2:22][C:23]2[CH:24]=[C:25]([F:33])[C:26]([N+:30]([O-:32])=[O:31])=[C:27]([F:29])[CH:28]=2)[CH2:8][S:9][CH2:10]1)([CH3:21])([CH3:19])[CH3:20], predict the reactants needed to synthesize it. (6) Given the product [CH3:1][O:2][C:3]1[CH:11]=[C:10]([N+:12]([O-:14])=[O:13])[CH:9]=[CH:8][C:4]=1[C:5]([NH:12][CH:10]([CH3:11])[CH3:9])=[O:7], predict the reactants needed to synthesize it. The reactants are: [CH3:1][O:2][C:3]1[CH:11]=[C:10]([N+:12]([O-:14])=[O:13])[CH:9]=[CH:8][C:4]=1[C:5]([OH:7])=O.S(Cl)(Cl)=O.